From a dataset of Full USPTO retrosynthesis dataset with 1.9M reactions from patents (1976-2016). Predict the reactants needed to synthesize the given product. (1) Given the product [C:21]([CH2:20][N:10]([C:11]([C@H:13]1[CH2:18][CH2:17][C@H:16]([CH3:19])[CH2:15][CH2:14]1)=[O:12])[C:9]1[CH:8]=[C:7]([C:24]#[C:25][C:26]([CH3:29])([CH3:28])[CH3:27])[S:6][C:5]=1[C:3]([OH:4])=[O:2])([OH:23])=[O:22], predict the reactants needed to synthesize it. The reactants are: C[O:2][C:3]([C:5]1[S:6][C:7]([C:24]#[C:25][C:26]([CH3:29])([CH3:28])[CH3:27])=[CH:8][C:9]=1[N:10]([CH2:20][C:21]([OH:23])=[O:22])[C:11]([C@H:13]1[CH2:18][CH2:17][C@H:16]([CH3:19])[CH2:15][CH2:14]1)=[O:12])=[O:4].C1COCC1.CO.[OH-].[Li+]. (2) The reactants are: Cl[C:2]([O:4][CH:5]([Cl:7])[CH3:6])=[O:3].C([OH:10])C.N1[CH:16]=[CH:15]C=CC=1. Given the product [C:2](=[O:10])([O:3][CH2:15][CH3:16])[O:4][CH:5]([Cl:7])[CH3:6], predict the reactants needed to synthesize it. (3) Given the product [CH:2]1([N:5]2[C:13]3[CH2:12][CH2:11][N:10]([C:50](=[O:52])[CH3:51])[CH2:9][C:8]=3[C:7]([NH:14][C:15]3[CH:16]=[C:17]([CH3:21])[CH:18]=[CH:19][CH:20]=3)=[N:6]2)[CH2:3][CH2:4]1, predict the reactants needed to synthesize it. The reactants are: Cl.[CH:2]1([N:5]2[C:13]3[CH2:12][CH2:11][NH:10][CH2:9][C:8]=3[C:7]([NH:14][C:15]3[CH:16]=[C:17]([CH3:21])[CH:18]=[CH:19][CH:20]=3)=[N:6]2)[CH2:4][CH2:3]1.Cl.C1(N2C(NC3C=C(C)C=CC=3)=C3CNCCC3=N2)CC1.CCN(CC)CC.[C:50](OC(=O)C)(=[O:52])[CH3:51]. (4) Given the product [F:1][C:2]1[N:6]([CH3:7])[N:5]=[C:4]([CH:8]([F:10])[F:9])[C:3]=1[C:11]([Cl:18])=[O:13], predict the reactants needed to synthesize it. The reactants are: [F:1][C:2]1[N:6]([CH3:7])[N:5]=[C:4]([CH:8]([F:10])[F:9])[C:3]=1[C:11]([O:13]CC)=O.O=S(Cl)[Cl:18]. (5) Given the product [C:3]([O:15][C@H:9]1[C@@H:10]([O:14][C:11](=[O:12])[CH3:10])[CH:11]([O:13][C:20](=[O:22])[CH3:21])[O:12][C@@H:8]1[C:5]1[CH:4]=[C:3]([CH2:1][CH3:2])[O:7][N:6]=1)(=[O:7])[CH3:1], predict the reactants needed to synthesize it. The reactants are: [CH2:1]([C:3]1[O:7][N:6]=[C:5]([C@H:8]2[O:12][CH:11]([OH:13])[C@H:10]([OH:14])[C@@H:9]2[OH:15])[CH:4]=1)[CH3:2].C(O[C:20](=[O:22])[CH3:21])(=O)C. (6) Given the product [C:1]([O:5][C:6]([N:8]1[CH2:9][CH2:10][C@@H:11]([C:14]2[CH:35]=[CH:34][C:17]3[C:18]4[N:22]([CH2:23][CH2:24][O:25][C:16]=3[CH:15]=2)[CH:21]=[C:20]([C:26]2[N:27]([CH:31]([CH3:32])[CH3:33])[N:28]=[CH:29][N:30]=2)[N:19]=4)[C@H:12]([OH:40])[CH2:13]1)=[O:7])([CH3:2])([CH3:4])[CH3:3], predict the reactants needed to synthesize it. The reactants are: [C:1]([O:5][C:6]([N:8]1[CH2:13][CH:12]=[C:11]([C:14]2[CH:35]=[CH:34][C:17]3[C:18]4[N:22]([CH2:23][CH2:24][O:25][C:16]=3[CH:15]=2)[CH:21]=[C:20]([C:26]2[N:27]([CH:31]([CH3:33])[CH3:32])[N:28]=[CH:29][N:30]=2)[N:19]=4)[CH2:10][CH2:9]1)=[O:7])([CH3:4])([CH3:3])[CH3:2].B.C1C[O:40]CC1.[OH-].[Na+].OO.OC1CCNCC1.